This data is from Full USPTO retrosynthesis dataset with 1.9M reactions from patents (1976-2016). The task is: Predict the reactants needed to synthesize the given product. (1) Given the product [CH2:1]([O:3][C:4]1[N:9]=[C:8]2[N:10]=[C:19]([C:16]3[CH:17]=[N:18][C:13]([F:12])=[CH:14][CH:15]=3)[NH:11][C:7]2=[CH:6][CH:5]=1)[CH3:2], predict the reactants needed to synthesize it. The reactants are: [CH2:1]([O:3][C:4]1[N:9]=[C:8]([NH2:10])[C:7]([NH2:11])=[CH:6][CH:5]=1)[CH3:2].[F:12][C:13]1[N:18]=[CH:17][C:16]([CH:19]=O)=[CH:15][CH:14]=1.S([O-])(O[O-])(=O)=O.[K+].[K+]. (2) Given the product [C:1]([O:5][C:6](=[O:26])[C:7]([CH3:9])([S:10][C:11]1[S:12][CH:13]=[C:14]([CH2:16][CH2:17][O:18][C:19]2[CH:24]=[CH:23][C:22]([N:36]3[CH2:37][CH2:38][N:33]([C:27]4[CH:32]=[CH:31][CH:30]=[CH:29][CH:28]=4)[CH2:34][CH2:35]3)=[CH:21][CH:20]=2)[N:15]=1)[CH3:8])([CH3:4])([CH3:3])[CH3:2], predict the reactants needed to synthesize it. The reactants are: [C:1]([O:5][C:6](=[O:26])[C:7]([S:10][C:11]1[S:12][CH:13]=[C:14]([CH2:16][CH2:17][O:18][C:19]2[CH:24]=[CH:23][C:22](Br)=[CH:21][CH:20]=2)[N:15]=1)([CH3:9])[CH3:8])([CH3:4])([CH3:3])[CH3:2].[C:27]1([N:33]2[CH2:38][CH2:37][NH:36][CH2:35][CH2:34]2)[CH:32]=[CH:31][CH:30]=[CH:29][CH:28]=1.CC(C)([O-])C.[Na+].C(P(C(C)(C)C)C1C=CC=CC=1C1C=CC=CC=1)(C)(C)C. (3) Given the product [CH3:13][NH:14][C:15]([N:17]1[C:25]2[C:20](=[CH:21][C:22]([O:26][C:27]3[CH:32]=[CH:31][N:30]=[C:29]([NH:33][C:34]([NH:2][CH2:3][CH2:4][CH2:5][C:6]([OH:8])=[O:7])=[O:35])[CH:28]=3)=[CH:23][CH:24]=2)[CH:19]=[CH:18]1)=[O:16], predict the reactants needed to synthesize it. The reactants are: Cl.[NH2:2][CH2:3][CH2:4][CH2:5][C:6]([O:8]CC)=[O:7].[OH-].[Na+].[CH3:13][NH:14][C:15]([N:17]1[C:25]2[C:20](=[CH:21][C:22]([O:26][C:27]3[CH:32]=[CH:31][N:30]=[C:29]([N:33](C(OC4C=CC=CC=4)=O)[C:34](=O)[O:35]C4C=CC=CC=4)[CH:28]=3)=[CH:23][CH:24]=2)[CH:19]=[CH:18]1)=[O:16].[OH-].[Li+].Cl. (4) The reactants are: [NH2:1][C:2]1[CH:7]=[CH:6][C:5]([OH:8])=[C:4]([C:9]2[N:13]([CH3:14])[N:12]=[CH:11][CH:10]=2)[CH:3]=1.Br[CH2:16][CH2:17][NH:18][C:19](=[O:25])[O:20][C:21]([CH3:24])([CH3:23])[CH3:22].C(=O)([O-])[O-].[K+].[K+]. Given the product [NH2:1][C:2]1[CH:7]=[CH:6][C:5]([O:8][CH2:16][CH2:17][NH:18][C:19](=[O:25])[O:20][C:21]([CH3:24])([CH3:23])[CH3:22])=[C:4]([C:9]2[N:13]([CH3:14])[N:12]=[CH:11][CH:10]=2)[CH:3]=1, predict the reactants needed to synthesize it. (5) The reactants are: [Br:1][C:2]1[C:7]([NH2:8])=[CH:6][C:5]([Br:9])=[CH:4][N:3]=1.C(N(CC)CC)C.[CH2:17]([O:24][CH2:25][C:26](Cl)=[O:27])[C:18]1[CH:23]=[CH:22][CH:21]=[CH:20][CH:19]=1. Given the product [CH2:17]([O:24][CH2:25][C:26]([NH:8][C:7]1[C:2]([Br:1])=[N:3][CH:4]=[C:5]([Br:9])[CH:6]=1)=[O:27])[C:18]1[CH:23]=[CH:22][CH:21]=[CH:20][CH:19]=1, predict the reactants needed to synthesize it.